From a dataset of Reaction yield outcomes from USPTO patents with 853,638 reactions. Predict the reaction yield, written as a fraction of the theoretical maximum amount of product (1.0 means a 100% yield; for example, 0.34 means a 34% yield). (1) The reactants are [CH3:1][N:2]1[CH2:7][CH2:6][N:5]([C:8]2([C:11]([O:13]CC)=[O:12])[CH2:10][CH2:9]2)[CH2:4][CH2:3]1.Cl.[Cl:17]CCl. The catalyst is CO. The product is [ClH:17].[CH3:1][N:2]1[CH2:3][CH2:4][N:5]([C:8]2([C:11]([OH:13])=[O:12])[CH2:9][CH2:10]2)[CH2:6][CH2:7]1. The yield is 0.440. (2) The reactants are Br[C:2]1[CH:3]=[N:4][C:5]2[CH:6]=[CH:7][C:8](=[O:17])[N:9]3[C@H:14]([CH2:15][OH:16])[CH2:13][O:12][C:11]=1[C:10]=23.[Cu][C:19]#[N:20]. The catalyst is CN(C=O)C.[Cu]I. The product is [OH:16][CH2:15][C@H:14]1[N:9]2[C:10]3[C:11](=[C:2]([C:19]#[N:20])[CH:3]=[N:4][C:5]=3[CH:6]=[CH:7][C:8]2=[O:17])[O:12][CH2:13]1. The yield is 0.310. (3) The reactants are [CH:1]1([CH2:7][CH2:8][CH2:9][C:10]([OH:12])=O)[CH2:6][CH2:5][CH2:4][CH2:3][CH2:2]1.S(Cl)([Cl:15])=O. The catalyst is CN(C=O)C. The product is [CH:1]1([CH2:7][CH2:8][CH2:9][C:10]([Cl:15])=[O:12])[CH2:6][CH2:5][CH2:4][CH2:3][CH2:2]1. The yield is 0.990. (4) The reactants are Br[C:2]1[N:7]=[C:6]2[N:8]([CH2:11][C:12]3[CH:13]=[C:14]4[C:19](=[CH:20][CH:21]=3)[N:18]=[CH:17][CH:16]=[CH:15]4)[N:9]=[N:10][C:5]2=[N:4][CH:3]=1.[O:22]1[CH2:27][CH2:26][CH2:25][CH2:24][CH:23]1[O:28][CH2:29][CH2:30][N:31]1[CH:35]=[C:34](B2OC(C)(C)C(C)(C)O2)[CH:33]=[N:32]1.C([O-])([O-])=O.[Cs+].[Cs+].C(Cl)Cl. The catalyst is COCCOC.O. The product is [O:22]1[CH2:27][CH2:26][CH2:25][CH2:24][CH:23]1[O:28][CH2:29][CH2:30][N:31]1[CH:35]=[C:34]([C:2]2[N:7]=[C:6]3[N:8]([CH2:11][C:12]4[CH:13]=[C:14]5[C:19](=[CH:20][CH:21]=4)[N:18]=[CH:17][CH:16]=[CH:15]5)[N:9]=[N:10][C:5]3=[N:4][CH:3]=2)[CH:33]=[N:32]1. The yield is 0.810. (5) The reactants are [CH3:1][OH:2].NC1C=CN=CC=1.[CH2:10]([C@H:12]1[O:14][CH2:13]1)[Cl:11].[C]=O.[C:17]([OH:21])(C)(C)C. No catalyst specified. The product is [CH3:1][O:2][C:17](=[O:21])[CH2:13][C@H:12]([OH:14])[CH2:10][Cl:11]. The yield is 0.920. (6) The yield is 0.770. The reactants are O1CCCC1.Cl.[CH3:7][O:8][C:9]1[CH:32]=[CH:31][C:12]([CH2:13][N:14]2[C:22]3[CH:21]=[CH:20][CH:19]=[C:18]([C:23]([O:25][CH3:26])=[O:24])[C:17]=3[C:16]([CH:27]=[CH:28][O:29]C)=[N:15]2)=[CH:11][CH:10]=1. The catalyst is C(OCC)(=O)C. The product is [CH3:7][O:8][C:9]1[CH:10]=[CH:11][C:12]([CH2:13][N:14]2[C:22]3[CH:21]=[CH:20][CH:19]=[C:18]([C:23]([O:25][CH3:26])=[O:24])[C:17]=3[C:16]([CH2:27][CH:28]=[O:29])=[N:15]2)=[CH:31][CH:32]=1. (7) The reactants are C[O:2][C:3]1[CH:12]=[CH:11][C:10]2[NH:9][C:8](=[O:13])[C:7]3[S:14][C:15]([CH3:17])=[CH:16][C:6]=3[C:5]=2[C:4]=1[C:18]1[CH:32]=[CH:31][C:21]([CH2:22][NH:23]C(=O)OC(C)(C)C)=[CH:20][CH:19]=1.BrB(Br)Br. No catalyst specified. The product is [NH2:23][CH2:22][C:21]1[CH:31]=[CH:32][C:18]([C:4]2[C:5]3[C:6]4[CH:16]=[C:15]([CH3:17])[S:14][C:7]=4[C:8](=[O:13])[NH:9][C:10]=3[CH:11]=[CH:12][C:3]=2[OH:2])=[CH:19][CH:20]=1. The yield is 0.370. (8) The reactants are [CH2:1]([O:8][C:9]1[CH:10]=[C:11]2[C:16](=[CH:17][CH:18]=1)[C:15](=[O:19])[N:14]([CH2:20][CH:21]([CH3:23])[CH3:22])[C:13]([C:24](O)=[O:25])=[C:12]2[C:27]1[CH:32]=[CH:31][C:30]([Cl:33])=[CH:29][CH:28]=1)[C:2]1[CH:7]=[CH:6][CH:5]=[CH:4][CH:3]=1.C(Cl)(=O)C(Cl)=O.[BH4-].[Na+].Cl. The catalyst is CN(C)C=O.COCCOC.O1CCCC1. The product is [CH2:1]([O:8][C:9]1[CH:10]=[C:11]2[C:16](=[CH:17][CH:18]=1)[C:15](=[O:19])[N:14]([CH2:20][CH:21]([CH3:22])[CH3:23])[C:13]([CH2:24][OH:25])=[C:12]2[C:27]1[CH:28]=[CH:29][C:30]([Cl:33])=[CH:31][CH:32]=1)[C:2]1[CH:3]=[CH:4][CH:5]=[CH:6][CH:7]=1. The yield is 0.964.